From a dataset of HIV replication inhibition screening data with 41,000+ compounds from the AIDS Antiviral Screen. Binary Classification. Given a drug SMILES string, predict its activity (active/inactive) in a high-throughput screening assay against a specified biological target. (1) The drug is O=C(NO)c1ccc(C(=O)NO)c(Br)c1. The result is 0 (inactive). (2) The drug is O=S(Nc1ccccc1)c1ccccc1Oc1ccccc1. The result is 0 (inactive). (3) The compound is CC1CC(Nc2ccc(Br)cc2)N(C(=O)c2ccc(Br)cc2)O1. The result is 0 (inactive). (4) The molecule is CCOC(=O)C1(N=O)CCCCC1=O. The result is 0 (inactive). (5) The molecule is Cn1c(=O)c2c3oc(=O)cc(O)c3c(=O)n3c2n(c1=O)-c1ccccc1-3. The result is 0 (inactive). (6) The molecule is Clc1ccc(-c2nnc(-c3nsc4ccccc34)o2)cc1. The result is 0 (inactive).